Dataset: Reaction yield outcomes from USPTO patents with 853,638 reactions. Task: Predict the reaction yield, written as a fraction of the theoretical maximum amount of product (1.0 means a 100% yield; for example, 0.34 means a 34% yield). (1) The reactants are C(OC([NH:11][C@@H:12]([CH2:23][C:24]1[CH:29]=[CH:28][C:27]([C:30]2[N:35]=[CH:34][C:33]([C:36]3[CH:41]=[CH:40][C:39]([O:42][CH2:43][CH2:44][CH2:45][CH:46]([CH3:48])[CH3:47])=[CH:38][CH:37]=3)=[CH:32][N:31]=2)=[CH:26][CH:25]=1)[C:13]([N:15]1[CH2:18][CH:17]([C:19]([O:21][CH3:22])=[O:20])[CH2:16]1)=[O:14])=O)C1C=CC=CC=1.C(O)(=O)C.CO. The catalyst is C1COCC1.[Pd]. The product is [C:19]([OH:21])(=[O:20])[CH3:17].[NH2:11][C@@H:12]([CH2:23][C:24]1[CH:29]=[CH:28][C:27]([C:30]2[N:35]=[CH:34][C:33]([C:36]3[CH:37]=[CH:38][C:39]([O:42][CH2:43][CH2:44][CH2:45][CH:46]([CH3:48])[CH3:47])=[CH:40][CH:41]=3)=[CH:32][N:31]=2)=[CH:26][CH:25]=1)[C:13]([N:15]1[CH2:16][CH:17]([C:19]([O:21][CH3:22])=[O:20])[CH2:18]1)=[O:14]. The yield is 0.870. (2) The catalyst is CN(C=O)C.C(Cl)Cl.C(OCC)(=O)C. The reactants are [OH:1][C:2]1[CH:3]=[C:4]([C@H:8]2[CH2:12][C:11]3([CH2:17][CH2:16][N:15]([C:18]([O:20][C:21]([CH3:24])([CH3:23])[CH3:22])=[O:19])[CH2:14][CH2:13]3)[O:10][CH2:9]2)[CH:5]=[CH:6][CH:7]=1.C(=O)([O-])[O-].[Cs+].[Cs+].[Br:31][C:32]1[CH:33]=[CH:34][C:35](F)=[N:36][CH:37]=1.O. The yield is 0.970. The product is [Br:31][C:32]1[CH:33]=[CH:34][C:35]([O:1][C:2]2[CH:3]=[C:4]([C@H:8]3[CH2:12][C:11]4([CH2:17][CH2:16][N:15]([C:18]([O:20][C:21]([CH3:24])([CH3:23])[CH3:22])=[O:19])[CH2:14][CH2:13]4)[O:10][CH2:9]3)[CH:5]=[CH:6][CH:7]=2)=[N:36][CH:37]=1.